From a dataset of Reaction yield outcomes from USPTO patents with 853,638 reactions. Predict the reaction yield, written as a fraction of the theoretical maximum amount of product (1.0 means a 100% yield; for example, 0.34 means a 34% yield). (1) The reactants are [NH2:1][C:2]1[CH:3]=[C:4]([C:8]2[N:9]([CH2:21][CH3:22])[C:10]3[C:15]([C:16]=2[C:17]#[N:18])=[CH:14][CH:13]=[C:12]([O:19][CH3:20])[CH:11]=3)[CH:5]=[CH:6][CH:7]=1.[C:23]([N:31]=[C:32]=[S:33])(=[O:30])[C:24]1[CH:29]=[CH:28][CH:27]=[CH:26][CH:25]=1. The catalyst is CC(C)=O. The product is [C:23]([NH:31][C:32]([NH:1][C:2]1[CH:7]=[CH:6][CH:5]=[C:4]([C:8]2[N:9]([CH2:21][CH3:22])[C:10]3[C:15]([C:16]=2[C:17]#[N:18])=[CH:14][CH:13]=[C:12]([O:19][CH3:20])[CH:11]=3)[CH:3]=1)=[S:33])(=[O:30])[C:24]1[CH:29]=[CH:28][CH:27]=[CH:26][CH:25]=1. The yield is 0.900. (2) The reactants are [Cl:1][C:2]1[C:3]([CH:7]2[CH2:12][CH2:11][O:10][CH2:9][CH2:8]2)=[N:4][NH:5][CH:6]=1.C1C(=O)N([I:20])C(=O)C1. The catalyst is CN(C)C=O.[O-]S([O-])(=S)=O.[Na+].[Na+]. The product is [Cl:1][C:2]1[C:3]([CH:7]2[CH2:12][CH2:11][O:10][CH2:9][CH2:8]2)=[N:4][NH:5][C:6]=1[I:20]. The yield is 0.810. (3) The reactants are [Cu][C:2]#[N:3].[NH2:4][C:5]1[CH:14]=[CH:13][C:12](Br)=[CH:11][C:6]=1[C:7]([O:9][CH3:10])=[O:8]. The catalyst is CN1CCCC1=O.C(N)CN. The product is [CH3:10][O:9][C:7](=[O:8])[C:6]1[CH:11]=[C:12]([C:2]#[N:3])[CH:13]=[CH:14][C:5]=1[NH2:4]. The yield is 0.730. (4) The reactants are [Br:1][C:2]1[CH:3]=[C:4]([CH:7]=[CH:8][C:9]=1[Cl:10])[CH:5]=O.[CH2:11]([O:13][CH:14]([O:17][CH2:18][CH3:19])[CH2:15][NH2:16])[CH3:12].CC(O)=O.[BH3-]C#N.[Na+]. The catalyst is C(Cl)Cl.O. The product is [Br:1][C:2]1[CH:3]=[C:4]([CH:7]=[CH:8][C:9]=1[Cl:10])[CH2:5][NH:16][CH2:15][CH:14]([O:17][CH2:18][CH3:19])[O:13][CH2:11][CH3:12]. The yield is 0.720. (5) The reactants are [NH2:1][CH2:2][C@@H:3]1[C@H:8]([CH3:9])[CH2:7][CH2:6][CH2:5][N:4]1[C:10]([C:12]1[CH:17]=[C:16]([F:18])[CH:15]=[CH:14][C:13]=1[C:19]1[N:24]=[CH:23][CH:22]=[CH:21][N:20]=1)=[O:11].F[C:26]1[CH:31]=[CH:30][C:29]([C:32]([F:35])([F:34])[F:33])=[CH:28][N:27]=1.C([O-])([O-])=O.[K+].[K+]. The catalyst is CN(C=O)C.CCOC(C)=O. The product is [F:18][C:16]1[CH:15]=[CH:14][C:13]([C:19]2[N:20]=[CH:21][CH:22]=[CH:23][N:24]=2)=[C:12]([C:10]([N:4]2[CH2:5][CH2:6][CH2:7][C@@H:8]([CH3:9])[C@H:3]2[CH2:2][NH:1][C:26]2[CH:31]=[CH:30][C:29]([C:32]([F:35])([F:34])[F:33])=[CH:28][N:27]=2)=[O:11])[CH:17]=1. The yield is 0.840.